Dataset: Catalyst prediction with 721,799 reactions and 888 catalyst types from USPTO. Task: Predict which catalyst facilitates the given reaction. (1) Reactant: Cl[Sn]Cl.[F:4][C:5]1[C:10]([F:11])=[C:9]([C:12]#[C:13][C:14]2[CH:19]=[CH:18][CH:17]=[C:16]([N+:20]([O-])=O)[CH:15]=2)[C:8]([F:23])=[C:7]([F:24])[N:6]=1. Product: [F:4][C:5]1[C:10]([F:11])=[C:9]([C:12]#[C:13][C:14]2[CH:15]=[C:16]([CH:17]=[CH:18][CH:19]=2)[NH2:20])[C:8]([F:23])=[C:7]([F:24])[N:6]=1. The catalyst class is: 14. (2) Reactant: [C:1]([O:5][C:6]([N:8]1[CH2:13][CH2:12][CH:11]([CH2:14][CH2:15][CH2:16][O:17][C:18]2[CH:23]=[CH:22][C:21]([C:24]([OH:26])=O)=[C:20]([F:27])[CH:19]=2)[CH2:10][CH2:9]1)=[O:7])([CH3:4])([CH3:3])[CH3:2].[CH:28]([N:31](C(C)C)CC)(C)[CH3:29].CN(C(ON1N=NC2C=CC=NC1=2)=[N+](C)C)C.F[P-](F)(F)(F)(F)F.C(N)C. Product: [C:1]([O:5][C:6]([N:8]1[CH2:9][CH2:10][CH:11]([CH2:14][CH2:15][CH2:16][O:17][C:18]2[CH:23]=[CH:22][C:21]([C:24](=[O:26])[NH:31][CH2:28][CH3:29])=[C:20]([F:27])[CH:19]=2)[CH2:12][CH2:13]1)=[O:7])([CH3:3])([CH3:2])[CH3:4]. The catalyst class is: 76. (3) Reactant: F[C:2]1[CH:7]=[CH:6][CH:5]=[C:4]([F:8])[N:3]=1.[C:9]1([Li])[CH:14]=[CH:13][CH:12]=[CH:11][CH:10]=1. Product: [F:8][C:4]1[CH:5]=[CH:6][CH:7]=[C:2]([C:9]2[CH:14]=[CH:13][CH:12]=[CH:11][CH:10]=2)[N:3]=1. The catalyst class is: 1.